From a dataset of Forward reaction prediction with 1.9M reactions from USPTO patents (1976-2016). Predict the product of the given reaction. (1) The product is: [CH:1]1([C:4]([N:6]2[CH2:10][CH2:9][C@@H:8]([CH2:11][N:12]3[C:13]4[CH:18]=[C:17]([C:19]([F:20])([F:21])[F:22])[CH:16]=[CH:15][C:14]=4[N:23]=[C:35]3[C:34]3[CH:33]=[CH:32][C:31]([C:27]4[CH:28]=[CH:29][CH:30]=[C:25]([OH:24])[CH:26]=4)=[CH:38][CH:37]=3)[CH2:7]2)=[O:5])[CH2:3][CH2:2]1. Given the reactants [CH:1]1([C:4]([N:6]2[CH2:10][CH2:9][C@@H:8]([CH2:11][NH:12][C:13]3[C:14]([NH2:23])=[CH:15][CH:16]=[C:17]([C:19]([F:22])([F:21])[F:20])[CH:18]=3)[CH2:7]2)=[O:5])[CH2:3][CH2:2]1.[OH:24][C:25]1[CH:26]=[C:27]([C:31]2[CH:38]=[CH:37][C:34]([CH:35]=O)=[CH:33][CH:32]=2)[CH:28]=[CH:29][CH:30]=1.OOS([O-])=O.[K+], predict the reaction product. (2) The product is: [O:6]=[C:2]([CH3:1])[CH2:7][CH2:8][CH2:9][CH2:10][N:11]1[CH:15]=[C:14]([NH:16][C:30]([C:25]2[N:26]=[C:27]([CH3:29])[O:28][C:24]=2[C:21]2[CH:22]=[CH:23][C:18]([Cl:17])=[CH:19][CH:20]=2)=[O:31])[CH:13]=[N:12]1. Given the reactants [CH3:1][C:2]1([CH2:7][CH2:8][CH2:9][CH2:10][N:11]2[CH:15]=[C:14]([NH2:16])[CH:13]=[N:12]2)[O:6]CCO1.[Cl:17][C:18]1[CH:23]=[CH:22][C:21]([C:24]2[O:28][C:27]([CH3:29])=[N:26][C:25]=2[C:30](O)=[O:31])=[CH:20][CH:19]=1, predict the reaction product. (3) The product is: [Br:30][C:27]1[CH:28]=[CH:29][C:24]([NH:12][C:13]2[C:21]([NH:10][S:7]([C:4]3([CH2:1][CH:2]=[CH2:3])[CH2:5][CH2:6]3)(=[O:8])=[O:9])=[C:20]3[N:16]([CH2:17][CH2:18][CH2:19]3)[C:15](=[O:22])[C:14]=2[F:23])=[C:25]([F:31])[CH:26]=1. Given the reactants [CH2:1]([C:4]1([S:7]([N:10]2[C:21]3[C:13](=[C:14]([F:23])[C:15](=[O:22])[N:16]4[C:20]=3[CH2:19][CH2:18][CH2:17]4)[N:12]([C:24]3[CH:29]=[CH:28][C:27]([Br:30])=[CH:26][C:25]=3[F:31])C2=O)(=[O:9])=[O:8])[CH2:6][CH2:5]1)[CH:2]=[CH2:3], predict the reaction product. (4) Given the reactants C1(C)C=CC(S(OC[CH:12]=[CH:13][C:14]([F:17])([F:16])[F:15])(=O)=O)=CC=1.[F:19][C:20]([F:31])([F:30])[CH2:21][CH2:22][S:23]([CH:26]([CH3:29])[C:27]#[N:28])(=[O:25])=[O:24].[H-].[Na+].Cl.O1CCC[CH2:36]1, predict the reaction product. The product is: [F:15][C:14]([F:17])([F:16])[CH:13]=[CH:12][CH2:29][C:26]([CH3:36])([S:23]([CH2:22][CH2:21][C:20]([F:19])([F:30])[F:31])(=[O:24])=[O:25])[C:27]#[N:28]. (5) Given the reactants [C:1](/[CH:9]=[CH:10]/[C:11]([O:13][CH2:14][CH3:15])=[O:12])(=[O:8])[C:2]1[CH:7]=[CH:6][CH:5]=[CH:4][CH:3]=1.[Li+].[NH2:17][C@H:18]([C:20]([O-:22])=[O:21])[CH3:19].Cl, predict the reaction product. The product is: [CH2:14]([O:13][C:11]([CH:10]([NH:17][C@H:18]([C:20]([OH:22])=[O:21])[CH3:19])[CH2:9][C:1](=[O:8])[C:2]1[CH:7]=[CH:6][CH:5]=[CH:4][CH:3]=1)=[O:12])[CH3:15].